The task is: Predict the reaction yield, written as a fraction of the theoretical maximum amount of product (1.0 means a 100% yield; for example, 0.34 means a 34% yield).. This data is from Reaction yield outcomes from USPTO patents with 853,638 reactions. The reactants are [F:1][C:2]1([F:11])[CH2:7][CH2:6][CH:5]([C:8](O)=[O:9])[CH2:4][CH2:3]1.C[CH2:13][N:14](C(C)C)C(C)C.CN(C(ON1N=NC2C=CC=NC1=2)=[N+](C)C)C.F[P-](F)(F)(F)(F)F.Cl.CNOC. The catalyst is C(Cl)Cl.O. The product is [F:1][C:2]1([F:11])[CH2:7][CH2:6][CH:5]([C:8]([NH:14][CH3:13])=[O:9])[CH2:4][CH2:3]1. The yield is 0.734.